This data is from Full USPTO retrosynthesis dataset with 1.9M reactions from patents (1976-2016). The task is: Predict the reactants needed to synthesize the given product. (1) Given the product [C:41]([N:21]1[CH2:22][CH2:23][CH:18]([CH2:17][N:14]2[CH2:15][CH2:16][C@@H:11]([N:9]([CH3:10])[C:7](=[O:8])[C:6]3[CH:5]=[CH:4][C:3]([Cl:2])=[CH:33][CH:32]=3)[C@H:12]([C:24]3[CH:29]=[CH:28][C:27]([Cl:30])=[C:26]([Cl:31])[CH:25]=3)[CH2:13]2)[CH2:19][CH2:20]1)(=[O:43])[CH3:42], predict the reactants needed to synthesize it. The reactants are: Cl.[Cl:2][C:3]1[CH:33]=[CH:32][C:6]([C:7]([N:9]([C@@H:11]2[CH2:16][CH2:15][N:14]([CH2:17][CH:18]3[CH2:23][CH2:22][NH:21][CH2:20][CH2:19]3)[CH2:13][C@H:12]2[C:24]2[CH:29]=[CH:28][C:27]([Cl:30])=[C:26]([Cl:31])[CH:25]=2)[CH3:10])=[O:8])=[CH:5][CH:4]=1.C(N(CC)CC)C.[C:41](Cl)(=[O:43])[CH3:42].O. (2) Given the product [CH2:17]([N:24]1[C@H:2]([C:3]([O:5][CH2:6][CH3:7])=[O:4])[CH2:8][CH2:9][C@@H:10]1[C:11]([O:13][CH2:14][CH3:15])=[O:12])[C:18]1[CH:23]=[CH:22][CH:21]=[CH:20][CH:19]=1, predict the reactants needed to synthesize it. The reactants are: Br[CH:2]([CH2:8][CH2:9][CH:10](Br)[C:11]([O:13][CH2:14][CH3:15])=[O:12])[C:3]([O:5][CH2:6][CH3:7])=[O:4].[CH2:17]([NH2:24])[C:18]1[CH:23]=[CH:22][CH:21]=[CH:20][CH:19]=1. (3) The reactants are: [F:1][C:2]1[CH:18]=[CH:17][C:5]([CH2:6][N:7]2[CH2:12][C:11]([CH3:14])([CH3:13])[O:10][CH:9](O)[C:8]2=[O:16])=[CH:4][CH:3]=1.S(Cl)(Cl)=O.C1(P(C2C=CC=CC=2)C2C=CC=CC=2)C=CC=CC=1.[F:42][C:43]1[CH:44]=[C:45]([CH:48]=[CH:49][C:50]=1[N:51]1[CH:55]=[C:54]([CH3:56])[N:53]=[CH:52]1)[CH:46]=O. Given the product [F:1][C:2]1[CH:18]=[CH:17][C:5]([CH2:6][N:7]2[CH2:12][C:11]([CH3:14])([CH3:13])[O:10]/[C:9](=[CH:46]\[C:45]3[CH:48]=[CH:49][C:50]([N:51]4[CH:55]=[C:54]([CH3:56])[N:53]=[CH:52]4)=[C:43]([F:42])[CH:44]=3)/[C:8]2=[O:16])=[CH:4][CH:3]=1, predict the reactants needed to synthesize it. (4) Given the product [O:1]1[CH:5]=[CH:4][CH:3]=[C:2]1[C:6]1[N:11]=[C:10]([NH:12][C:23](=[O:31])[O:24][CH2:25][CH:26]2[CH2:30][CH2:29][CH2:28][CH2:27]2)[CH:9]=[C:8]([N:13]2[CH:17]=[CH:16][CH:15]=[N:14]2)[N:7]=1, predict the reactants needed to synthesize it. The reactants are: [O:1]1[CH:5]=[CH:4][CH:3]=[C:2]1[C:6]1[N:11]=[C:10]([NH2:12])[CH:9]=[C:8]([N:13]2[CH:17]=[CH:16][CH:15]=[N:14]2)[N:7]=1.C([Li])CCC.[C:23](=O)([O:31]C1C=CC([N+]([O-])=O)=CC=1)[O:24][CH2:25][CH:26]1[CH2:30][CH2:29][CH2:28][CH2:27]1.O. (5) Given the product [F:24][C:2]([F:1])([F:23])[C:3]1[CH:22]=[CH:21][CH:20]=[CH:19][C:4]=1[O:5][CH:6]1[CH2:11][CH2:10][NH:9][CH2:8][CH2:7]1, predict the reactants needed to synthesize it. The reactants are: [F:1][C:2]([F:24])([F:23])[C:3]1[CH:22]=[CH:21][CH:20]=[CH:19][C:4]=1[O:5][CH:6]1[CH2:11][CH2:10][N:9](C(OC(C)(C)C)=O)[CH2:8][CH2:7]1.FC(F)(F)C(O)=O. (6) Given the product [Cl:1][C:2]1[N:7]=[C:6]([NH:8][C:11]2[CH:16]=[CH:15][C:14]([F:17])=[C:13]([O:18][CH3:19])[CH:12]=2)[C:5]([CH3:9])=[CH:4][N:3]=1, predict the reactants needed to synthesize it. The reactants are: [Cl:1][C:2]1[N:7]=[C:6]([NH2:8])[C:5]([CH3:9])=[CH:4][N:3]=1.Br[C:11]1[CH:16]=[CH:15][C:14]([F:17])=[C:13]([O:18][CH3:19])[CH:12]=1.CC1(C)C2C(=C(P(C3C=CC=CC=3)C3C=CC=CC=3)C=CC=2)OC2C(P(C3C=CC=CC=3)C3C=CC=CC=3)=CC=CC1=2.C(=O)([O-])[O-].[Cs+].[Cs+]. (7) Given the product [CH2:11]([S:13][C:2]1[CH:9]=[CH:8][C:7]([F:10])=[CH:6][C:3]=1[C:4]#[N:5])[CH3:12], predict the reactants needed to synthesize it. The reactants are: Br[C:2]1[CH:9]=[CH:8][C:7]([F:10])=[CH:6][C:3]=1[C:4]#[N:5].[CH2:11]([S-:13])[CH3:12].[Na+].C(N(CC)C(C)C)(C)C.Cl.